Dataset: Full USPTO retrosynthesis dataset with 1.9M reactions from patents (1976-2016). Task: Predict the reactants needed to synthesize the given product. Given the product [CH2:1]([O:8][C:9]1[C:10]([C:17]([OH:19])=[O:18])=[C:11]([CH3:16])[C:12]([O:27][CH:33]([CH3:35])[CH3:32])=[N:13][CH:14]=1)[C:2]1[CH:3]=[CH:4][CH:5]=[CH:6][CH:7]=1, predict the reactants needed to synthesize it. The reactants are: [CH2:1]([O:8][C:9]1[C:10]([C:17]([O:19]C2C=CC=CC=2)=[O:18])=[C:11]([CH3:16])[C:12](Br)=[N:13][CH:14]=1)[C:2]1[CH:7]=[CH:6][CH:5]=[CH:4][CH:3]=1.C([O-])([O-])=[O:27].[Cs+].[Cs+].[CH3:32][C:33](P(C(C)(C)C)C1N(C2C(C3C=CC=CC=3)=NN(C3C=CC=CC=3)C=2C2C=CC=CC=2)N=CC=1)([CH3:35])C.[OH-].[Na+].